This data is from Full USPTO retrosynthesis dataset with 1.9M reactions from patents (1976-2016). The task is: Predict the reactants needed to synthesize the given product. Given the product [C:14]([O:13][C:11]([N:8]1[C:5]2=[N:6][CH:7]=[C:2]([B:18]([OH:22])[OH:19])[CH:3]=[C:4]2[CH2:10][CH2:9]1)=[O:12])([CH3:17])([CH3:16])[CH3:15], predict the reactants needed to synthesize it. The reactants are: Br[C:2]1[CH:3]=[C:4]2[CH2:10][CH2:9][N:8]([C:11]([O:13][C:14]([CH3:17])([CH3:16])[CH3:15])=[O:12])[C:5]2=[N:6][CH:7]=1.[B:18]1(B2OC(C)(C)C(C)(C)O2)[O:22]C(C)(C)C(C)(C)[O:19]1.C([O-])(=O)C.[K+].